This data is from Forward reaction prediction with 1.9M reactions from USPTO patents (1976-2016). The task is: Predict the product of the given reaction. (1) Given the reactants [CH2:1]([C:8]1[CH:9]=[CH:10][C:11]2[O:15][C:14]([C:16]3[CH:23]=[CH:22][C:19]([CH:20]=[O:21])=[CH:18][C:17]=3[F:24])=[CH:13][C:12]=2[CH:25]=1)[C:2]1[CH:7]=[CH:6][CH:5]=[CH:4][CH:3]=1.[CH3:26][Mg]Br.[NH4+].[Cl-], predict the reaction product. The product is: [CH2:1]([C:8]1[CH:9]=[CH:10][C:11]2[O:15][C:14]([C:16]3[CH:23]=[CH:22][C:19]([CH:20]([OH:21])[CH3:26])=[CH:18][C:17]=3[F:24])=[CH:13][C:12]=2[CH:25]=1)[C:2]1[CH:7]=[CH:6][CH:5]=[CH:4][CH:3]=1. (2) Given the reactants C(O[BH-](OC(=O)C)OC(=O)C)(=O)C.[Na+].[Cl:15][C:16]1[CH:17]=[C:18]([C:23]2[N:24]=[C:25]([C:28]3[CH:29]=[CH:30][C:31]([N:34]4[CH2:39][CH2:38][NH:37][CH2:36][CH2:35]4)=[N:32][CH:33]=3)[NH:26][CH:27]=2)[CH:19]=[CH:20][C:21]=1[Cl:22].C(O)(=O)C.[CH:44](=O)[CH:45]([CH3:47])[CH3:46], predict the reaction product. The product is: [Cl:15][C:16]1[CH:17]=[C:18]([C:23]2[NH:24][C:25]([C:28]3[CH:29]=[CH:30][C:31]([N:34]4[CH2:39][CH2:38][N:37]([CH2:44][CH:45]([CH3:47])[CH3:46])[CH2:36][CH2:35]4)=[N:32][CH:33]=3)=[N:26][CH:27]=2)[CH:19]=[CH:20][C:21]=1[Cl:22]. (3) Given the reactants [NH2:1][NH:2][C:3]([C:5]1[CH:10]=[CH:9][CH:8]=[C:7]([CH3:11])[N:6]=1)=[NH:4].[CH3:12][O:13][C:14]1[CH:15]=[C:16]([CH:19]=[CH:20][CH:21]=1)[CH:17]=O, predict the reaction product. The product is: [CH3:12][O:13][C:14]1[CH:15]=[C:16]([C:17]2[NH:1][N:2]=[C:3]([C:5]3[CH:10]=[CH:9][CH:8]=[C:7]([CH3:11])[N:6]=3)[N:4]=2)[CH:19]=[CH:20][CH:21]=1. (4) Given the reactants Br.[NH2:2][C:3]1[C:4]([OH:17])=[C:5]([C:9]2[CH:10]=[C:11]([C:14]([OH:16])=[O:15])[O:12][CH:13]=2)[CH:6]=[CH:7][CH:8]=1.[N:18]([O-])=O.[Na+].[CH3:22][C:23]1[CH2:24][C:25](=[O:38])[N:26]([C:28]2[CH:37]=[CH:36][C:35]3[CH2:34][CH2:33][CH2:32][CH2:31][C:30]=3[CH:29]=2)[N:27]=1.C(=O)(O)[O-].[Na+], predict the reaction product. The product is: [OH:17][C:4]1[C:3]([NH:2][N:18]=[C:24]2[C:25](=[O:38])[N:26]([C:28]3[CH:37]=[CH:36][C:35]4[CH2:34][CH2:33][CH2:32][CH2:31][C:30]=4[CH:29]=3)[N:27]=[C:23]2[CH3:22])=[CH:8][CH:7]=[CH:6][C:5]=1[C:9]1[CH:10]=[C:11]([C:14]([OH:16])=[O:15])[O:12][CH:13]=1. (5) Given the reactants C.N[CH:3]=[CH:4][C:5]1[CH:10]=[CH:9][CH:8]=[CH:7][CH:6]=1.[N:11]([O-])=O.[Na+], predict the reaction product. The product is: [NH2:11][C:8]1[CH:9]=[CH:10][C:5]([CH:4]=[CH2:3])=[CH:6][CH:7]=1. (6) Given the reactants [Cl:1][C:2]1[CH:7]=[CH:6][C:5]([C:8]2([OH:38])[CH2:13][CH2:12][N:11]([CH2:14][CH2:15][CH:16]=[C:17]3[C:27]4[C:22](=[N:23][CH:24]=[CH:25][CH:26]=4)[O:21][C:20]4[CH:28]=[CH:29][CH:30]=[C:31]([O:32][CH2:33][C:34](=[NH:37])[NH:35][OH:36])[C:19]=4[CH2:18]3)[CH2:10][CH2:9]2)=[CH:4][CH:3]=1.N1C=CC=CC=1.[S:45](Cl)(Cl)=[O:46].O, predict the reaction product. The product is: [Cl:1][C:2]1[CH:7]=[CH:6][C:5]([C:8]2([OH:38])[CH2:9][CH2:10][N:11]([CH2:14][CH2:15][CH:16]=[C:17]3[C:27]4[C:22](=[N:23][CH:24]=[CH:25][CH:26]=4)[O:21][C:20]4[CH:28]=[CH:29][CH:30]=[C:31]([O:32][CH2:33][C:34]5[NH:37][S:45](=[O:46])[O:36][N:35]=5)[C:19]=4[CH2:18]3)[CH2:12][CH2:13]2)=[CH:4][CH:3]=1. (7) The product is: [C:38]([CH2:40][N:41]1[CH2:42][CH2:43][N:44]([CH2:47][CH2:48][CH2:49][O:36][C:30]2[CH:29]=[C:28]3[C:33]([C:24]([O:23][C:22]4[C:14]([F:13])=[C:15]5[C:19](=[CH:20][CH:21]=4)[NH:18][C:17]([CH3:37])=[CH:16]5)=[CH:25][N:26]=[N:27]3)=[CH:32][C:31]=2[O:34][CH3:35])[CH2:45][CH2:46]1)#[N:39]. Given the reactants N(C(OCC)=O)=NC(OCC)=O.[F:13][C:14]1[C:22]([O:23][C:24]2[C:33]3[C:28](=[CH:29][C:30]([OH:36])=[C:31]([O:34][CH3:35])[CH:32]=3)[N:27]=[N:26][CH:25]=2)=[CH:21][CH:20]=[C:19]2[C:15]=1[CH:16]=[C:17]([CH3:37])[NH:18]2.[C:38]([CH2:40][N:41]1[CH2:46][CH2:45][N:44]([CH2:47][CH2:48][CH2:49]O)[CH2:43][CH2:42]1)#[N:39].C1(P(C2C=CC=CC=2)C2C=CC=CC=2)C=CC=CC=1, predict the reaction product.